From a dataset of Reaction yield outcomes from USPTO patents with 853,638 reactions. Predict the reaction yield, written as a fraction of the theoretical maximum amount of product (1.0 means a 100% yield; for example, 0.34 means a 34% yield). (1) The reactants are Cl[CH:2]([CH:13]1[CH2:18][CH2:17][CH2:16][CH2:15][CH2:14]1)[C:3]1[O:4][C:5]2[CH:12]=[CH:11][CH:10]=[CH:9][C:6]=2[C:7]=1[CH3:8].[NH2:19][C:20]1[CH:25]=[CH:24][C:23]([C:26]([NH:28][CH2:29][CH2:30][C:31]([O:33]CC)=[O:32])=[O:27])=[CH:22][CH:21]=1. No catalyst specified. The product is [CH:13]1([CH:2]([NH:19][C:20]2[CH:21]=[CH:22][C:23]([C:26]([NH:28][CH2:29][CH2:30][C:31]([OH:33])=[O:32])=[O:27])=[CH:24][CH:25]=2)[C:3]2[O:4][C:5]3[CH:12]=[CH:11][CH:10]=[CH:9][C:6]=3[C:7]=2[CH3:8])[CH2:18][CH2:17][CH2:16][CH2:15][CH2:14]1. The yield is 0.370. (2) The reactants are C(OC(N[C@@H]([C@@H](O)CCC)C(OCC)=O)=O)(C)(C)C.O[Li].O.O[C@@H:24]([CH2:41]CC)[C@H:25]([NH:33][C:34](=[O:40])[O:35][C:36]([CH3:39])([CH3:38])[CH3:37])[C:26]([NH:28][CH2:29][CH:30]([CH3:32])[CH3:31])=[O:27].C(OC(N[C@@H]([C@@H](O)CCC)C(O)=O)=O)(C)(C)C.C(N)C(C)C.C1C=CC2N(O)N=NC=2C=1.CCN(C(C)C)C(C)C. The catalyst is C1COCC1.O.C(OCC)(=O)C.C(Cl)CCl. The product is [CH2:29]([NH:28][C:26](=[O:27])[C@@H:25]([NH:33][C:34](=[O:40])[O:35][C:36]([CH3:37])([CH3:39])[CH3:38])[CH2:24][CH3:41])[CH:30]([CH3:32])[CH3:31]. The yield is 0.600. (3) The reactants are [CH3:1][O:2][C:3]([C:5]1[S:9][C:8]2[CH:10]=[C:11]([C:14](=O)[CH3:15])[CH:12]=[CH:13][C:7]=2[C:6]=1[O:17][CH2:18][C:19]([O:21][C:22]([CH3:25])([CH3:24])[CH3:23])=[O:20])=[O:4].Cl.[NH2:27][OH:28].N1C=CC=CC=1.Cl. The catalyst is CO.C(OCC)(=O)C. The product is [CH3:1][O:2][C:3]([C:5]1[S:9][C:8]2[CH:10]=[C:11]([C:14](=[N:27][OH:28])[CH3:15])[CH:12]=[CH:13][C:7]=2[C:6]=1[O:17][CH2:18][C:19]([O:21][C:22]([CH3:25])([CH3:24])[CH3:23])=[O:20])=[O:4]. The yield is 0.920. (4) The yield is 0.920. The catalyst is C1COCC1.O. The product is [SH:4][CH2:5][C:6]1[CH:7]=[C:8]([C:22]([OH:24])=[O:23])[C:9]([C:12]2[CH:17]=[CH:16][CH:15]=[C:14]([C:18]([OH:20])=[O:19])[CH:13]=2)=[CH:10][CH:11]=1. The reactants are C([S:4][CH2:5][C:6]1[CH:7]=[C:8]([C:22]([O:24]C)=[O:23])[C:9]([C:12]2[CH:17]=[CH:16][CH:15]=[C:14]([C:18]([O:20]C)=[O:19])[CH:13]=2)=[CH:10][CH:11]=1)(=O)C.[OH-].[Na+].Cl. (5) The reactants are [F-].C([N+](CCCC)(CCCC)CCCC)CCC.[F:19][C:20]([F:30])([F:29])[C:21]1[CH:28]=[CH:27][CH:26]=[CH:25][C:22]=1[CH:23]=[O:24].[F:31][C:32]([Si](C)(C)C)([F:34])[F:33].Cl. The catalyst is C1COCC1. The product is [F:19][C:20]([F:29])([F:30])[C:21]1[CH:28]=[CH:27][CH:26]=[CH:25][C:22]=1[CH:23]([OH:24])[C:32]([F:34])([F:33])[F:31]. The yield is 0.900. (6) The reactants are [CH2:1]1[O:9][C:8]2[CH:7]=[CH:6][C:5]([NH:10][C:11](=[O:22])[C@@H:12]([OH:21])[C@@H:13]([N:18]=[N+]=[N-])[CH2:14][CH2:15][CH2:16][CH3:17])=[CH:4][C:3]=2[O:2]1. The catalyst is [C].[Pd].CO. The product is [CH2:1]1[O:9][C:8]2[CH:7]=[CH:6][C:5]([NH:10][C:11](=[O:22])[C@@H:12]([OH:21])[C@@H:13]([NH2:18])[CH2:14][CH2:15][CH2:16][CH3:17])=[CH:4][C:3]=2[O:2]1. The yield is 0.950. (7) The reactants are [C:1]([O:7][CH2:8][C@H:9]([C:27]1[CH:32]=[CH:31][C:30]([C:33]([F:36])([F:35])[F:34])=[CH:29][CH:28]=1)[C@H:10]([C:20]([O:22][C:23]([CH3:26])([CH3:25])[CH3:24])=[O:21])[CH2:11][O:12][Si](C(C)(C)C)(C)C)(=[O:6])[C:2]([CH3:5])([CH3:4])[CH3:3].CCCC[N+](CCCC)(CCCC)CCCC.[F-]. The catalyst is C1COCC1. The product is [C:1]([O:7][CH2:8][C@H:9]([C:27]1[CH:32]=[CH:31][C:30]([C:33]([F:34])([F:35])[F:36])=[CH:29][CH:28]=1)[C@H:10]([C:20]([O:22][C:23]([CH3:25])([CH3:26])[CH3:24])=[O:21])[CH2:11][OH:12])(=[O:6])[C:2]([CH3:3])([CH3:4])[CH3:5]. The yield is 0.860. (8) The reactants are FC(F)(F)C([N:5]1[CH2:11][CH2:10][C:9]2[CH:12]=[C:13]([O:19][CH3:20])[C:14]([N+:16]([O-:18])=[O:17])=[CH:15][C:8]=2[CH2:7][CH2:6]1)=O.[OH-].[Na+]. The catalyst is C(#N)C. The product is [CH3:20][O:19][C:13]1[C:14]([N+:16]([O-:18])=[O:17])=[CH:15][C:8]2[CH2:7][CH2:6][NH:5][CH2:11][CH2:10][C:9]=2[CH:12]=1. The yield is 0.890.